This data is from Catalyst prediction with 721,799 reactions and 888 catalyst types from USPTO. The task is: Predict which catalyst facilitates the given reaction. (1) Reactant: [C:1]([CH2:3][C:4]([N:6]1[CH2:10][CH2:9][CH2:8][C@H:7]1[CH2:11][N:12]1[C:16]2[CH:17]=[CH:18][CH:19]=[CH:20][C:15]=2[N:14]=[C:13]1[NH:21][C:22]([C:24]1[S:25][C:26]([CH:29]([F:31])[F:30])=[CH:27][CH:28]=1)=[O:23])=[O:5])#[N:2].[CH3:32][CH:33]([CH3:36])[CH:34]=O.N1CCCCC1. Product: [C:1]([C:3](=[CH:32][CH:33]([CH3:36])[CH3:34])[C:4]([N:6]1[CH2:10][CH2:9][CH2:8][C@H:7]1[CH2:11][N:12]1[C:16]2[CH:17]=[CH:18][CH:19]=[CH:20][C:15]=2[N:14]=[C:13]1[NH:21][C:22]([C:24]1[S:25][C:26]([CH:29]([F:30])[F:31])=[CH:27][CH:28]=1)=[O:23])=[O:5])#[N:2]. The catalyst class is: 2. (2) Reactant: [Cl:1][C:2]1[N:10]=[C:9]2[C:5]([NH:6][C:7](=[O:12])[N:8]2[CH3:11])=[CH:4][N:3]=1.N12CCN(CC1)CC2.[N:21]1([C:26](Cl)=[O:27])[CH2:25][CH2:24][CH2:23][CH2:22]1.O. Product: [Cl:1][C:2]1[N:10]=[C:9]2[C:5]([N:6]([C:26]([N:21]3[CH2:25][CH2:24][CH2:23][CH2:22]3)=[O:27])[C:7](=[O:12])[N:8]2[CH3:11])=[CH:4][N:3]=1. The catalyst class is: 9. (3) Product: [CH3:28][C:25]1[CH:26]=[CH:27][C:22]([N:15]2[CH2:19][CH2:18][CH2:17][C:16]2=[O:20])=[CH:23][CH:24]=1. The catalyst class is: 205. Reactant: C([O-])([O-])=O.[K+].[K+].[C@@H]1(N)CCCC[C@H]1N.[NH:15]1[CH2:19][CH2:18][CH2:17][C:16]1=[O:20].Cl[C:22]1[CH:27]=[CH:26][C:25]([CH3:28])=[CH:24][CH:23]=1. (4) Reactant: [OH-].[Na+:2].[C:3]([OH:11])(=[O:10])[C:4]1[CH:9]=[CH:8][CH:7]=[CH:6][CH:5]=1.[C:12]1([CH3:18])[CH:17]=[CH:16][CH:15]=[CH:14][CH:13]=1. Product: [CH3:12][C:3]([CH3:4])=[O:11].[C:12]1([CH3:18])[CH:17]=[CH:16][CH:15]=[CH:14][CH:13]=1.[C:3]([O-:11])(=[O:10])[C:4]1[CH:9]=[CH:8][CH:7]=[CH:6][CH:5]=1.[Na+:2]. The catalyst class is: 283. (5) Reactant: [CH:1]1([NH:7][C:8](=[N:15][CH:16]2[CH2:21][CH2:20][CH2:19][CH2:18][CH2:17]2)[O:9][N:10]=[C:11]([CH2:13][CH3:14])[CH3:12])[CH2:6][CH2:5][CH2:4][CH2:3][CH2:2]1.[CH3:22][C:23](OC(C)=O)=[O:24]. Product: [C:23]([N:15]([CH:16]1[CH2:17][CH2:18][CH2:19][CH2:20][CH2:21]1)[C:8](=[N:7][CH:1]1[CH2:2][CH2:3][CH2:4][CH2:5][CH2:6]1)[O:9][N:10]=[C:11]([CH2:13][CH3:14])[CH3:12])(=[O:24])[CH3:22]. The catalyst class is: 341. (6) Reactant: [C:1]1([OH:7])[CH:6]=[CH:5][CH:4]=[CH:3][CH:2]=1.[OH-].[Na+].[C:10](Cl)(=O)[CH:11]=[CH2:12]. Product: [C:1]1([O:7][CH2:12][CH:11]=[CH2:10])[CH:6]=[CH:5][CH:4]=[CH:3][CH:2]=1. The catalyst class is: 21. (7) Reactant: [CH3:1][O:2][C:3]1[CH:4]=[C:5]2[C:8](=[CH:9][C:10]=1[O:11][CH3:12])[C@@H:7]([CH2:13][NH:14][CH3:15])[CH2:6]2.Br[CH2:17][CH2:18][CH2:19][N:20]1[C:28](=[O:29])[C:27]2[C:22](=[CH:23][CH:24]=[CH:25][CH:26]=2)[C:21]1=[O:30].C(=O)([O-])[O-].[K+].[K+]. Product: [CH3:1][O:2][C:3]1[CH:4]=[C:5]2[C:8](=[CH:9][C:10]=1[O:11][CH3:12])[C@@H:7]([CH2:13][N:14]([CH3:15])[CH2:17][CH2:18][CH2:19][N:20]1[C:28](=[O:29])[C:27]3[C:22](=[CH:23][CH:24]=[CH:25][CH:26]=3)[C:21]1=[O:30])[CH2:6]2. The catalyst class is: 21. (8) Reactant: F[P-](F)(F)(F)(F)F.CN(C(ON1C2=NC=CC=C2N=N1)=[N+](C)C)C.C(N(CC)C(C)C)(C)C.[C:34]([O:38][C:39]([NH:41][CH2:42][C@H:43]1[CH2:48][CH2:47][C@H:46]([C:49]([NH:51][C@H:52]([C:69](=[O:82])[NH:70][C:71]2[CH:76]=[CH:75][C:74]([C:77]3[N:78]=[N:79][NH:80][N:81]=3)=[CH:73][CH:72]=2)[CH2:53][C:54]2[CH:59]=[CH:58][C:57]([C:60]3[CH:65]=[CH:64][CH:63]=[C:62]([C:66](O)=[O:67])[CH:61]=3)=[CH:56][CH:55]=2)=[O:50])[CH2:45][CH2:44]1)=[O:40])([CH3:37])([CH3:36])[CH3:35].[NH2:83][CH:84]1[CH2:89][CH2:88][N:87]([C:90]([O:92][C:93]([CH3:96])([CH3:95])[CH3:94])=[O:91])[CH2:86][CH2:85]1. Product: [C:34]([O:38][C:39]([NH:41][CH2:42][C@H:43]1[CH2:48][CH2:47][C@H:46]([C:49]([NH:51][C@H:52]([C:69](=[O:82])[NH:70][C:71]2[CH:76]=[CH:75][C:74]([C:77]3[N:78]=[N:79][NH:80][N:81]=3)=[CH:73][CH:72]=2)[CH2:53][C:54]2[CH:59]=[CH:58][C:57]([C:60]3[CH:65]=[CH:64][CH:63]=[C:62]([C:66]([NH:83][CH:84]4[CH2:85][CH2:86][N:87]([C:90]([O:92][C:93]([CH3:96])([CH3:95])[CH3:94])=[O:91])[CH2:88][CH2:89]4)=[O:67])[CH:61]=3)=[CH:56][CH:55]=2)=[O:50])[CH2:45][CH2:44]1)=[O:40])([CH3:37])([CH3:35])[CH3:36]. The catalyst class is: 7. (9) Reactant: [CH2:1]([O:8][C:9](=[O:28])[NH:10][C@H:11]1[CH2:16][CH2:15][C@@H:14]([NH:17][C:18]([O:20][C:21]([CH3:24])([CH3:23])[CH3:22])=[O:19])[CH2:13][C@@H:12]1[CH2:25][CH2:26][OH:27])[C:2]1[CH:7]=[CH:6][CH:5]=[CH:4][CH:3]=1.I[CH3:30]. Product: [CH2:1]([O:8][C:9](=[O:28])[NH:10][C@H:11]1[CH2:16][CH2:15][C@@H:14]([NH:17][C:18]([O:20][C:21]([CH3:22])([CH3:23])[CH3:24])=[O:19])[CH2:13][C@@H:12]1[CH2:25][CH2:26][O:27][CH3:30])[C:2]1[CH:7]=[CH:6][CH:5]=[CH:4][CH:3]=1. The catalyst class is: 3. (10) Reactant: [C:1]([O:5][C:6](=[O:34])[NH:7][C:8]1[CH:13]=[CH:12][CH:11]=[C:10]([O:14][C:15]2[C:20]([C:21](=[O:29])[NH:22][C:23]3[CH:28]=[CH:27][CH:26]=[CH:25][CH:24]=3)=[CH:19][N:18]=[C:17](S(C)(=O)=O)[N:16]=2)[CH:9]=1)([CH3:4])([CH3:3])[CH3:2].[CH3:35][O:36][C:37]1[CH:38]=[C:39]([CH:41]=[CH:42][CH:43]=1)[NH2:40]. Product: [C:1]([O:5][C:6](=[O:34])[NH:7][C:8]1[CH:13]=[CH:12][CH:11]=[C:10]([O:14][C:15]2[C:20]([C:21](=[O:29])[NH:22][C:23]3[CH:28]=[CH:27][CH:26]=[CH:25][CH:24]=3)=[CH:19][N:18]=[C:17]([NH:40][C:39]3[CH:41]=[CH:42][CH:43]=[C:37]([O:36][CH3:35])[CH:38]=3)[N:16]=2)[CH:9]=1)([CH3:4])([CH3:3])[CH3:2]. The catalyst class is: 44.